From a dataset of Forward reaction prediction with 1.9M reactions from USPTO patents (1976-2016). Predict the product of the given reaction. (1) The product is: [Cl:2][C:3]1[CH:4]=[CH:5][C:6]2[CH2:12][CH2:11][C:10]3[CH:13]=[CH:14][CH:15]=[CH:16][C:9]=3[N:8]([CH2:17][CH2:18][CH2:19][NH:20][S:38]([C:35]3[CH:34]=[CH:33][C:32]([N+:29]([O-:31])=[O:30])=[CH:37][CH:36]=3)(=[O:39])=[O:40])[C:7]=2[CH:21]=1. Given the reactants Cl.[Cl:2][C:3]1[CH:4]=[CH:5][C:6]2[CH2:12][CH2:11][C:10]3[CH:13]=[CH:14][CH:15]=[CH:16][C:9]=3[N:8]([CH2:17][CH2:18][CH2:19][NH2:20])[C:7]=2[CH:21]=1.CCN(CC)CC.[N+:29]([C:32]1[CH:37]=[CH:36][C:35]([S:38](Cl)(=[O:40])=[O:39])=[CH:34][CH:33]=1)([O-:31])=[O:30], predict the reaction product. (2) Given the reactants [OH-].[K+].C(=O)([O-])[O-].[K+].[K+].[Cl:9][C:10]1[CH:15]=[CH:14][N:13]=[C:12]2[N:16]([S:32]([C:35]3[CH:40]=[CH:39][C:38]([CH3:41])=[CH:37][CH:36]=3)(=[O:34])=[O:33])[C:17]([C:19]3[C:27]4[C:22](=[CH:23][C:24]([O:30][CH3:31])=[C:25]([O:28][CH3:29])[CH:26]=4)[NH:21][CH:20]=3)=[CH:18][C:11]=12.[Cl:42][CH2:43][CH2:44]Cl, predict the reaction product. The product is: [Cl:9][C:10]1[CH:15]=[CH:14][N:13]=[C:12]2[N:16]([S:32]([C:35]3[CH:40]=[CH:39][C:38]([CH3:41])=[CH:37][CH:36]=3)(=[O:34])=[O:33])[C:17]([C:19]3[C:27]4[C:22](=[CH:23][C:24]([O:30][CH3:31])=[C:25]([O:28][CH3:29])[CH:26]=4)[N:21]([CH2:44][CH2:43][Cl:42])[CH:20]=3)=[CH:18][C:11]=12. (3) Given the reactants [NH2:1][C:2]1[CH:31]=[CH:30][C:5]([CH2:6][C:7]2[NH:15][C:14]3[C:13](=[O:16])[N:12]([CH2:17][C:18]4[CH:23]=[CH:22][CH:21]=[CH:20][C:19]=4[F:24])[C:11](=[O:25])[N:10]([CH2:26][CH2:27][CH2:28][CH3:29])[C:9]=3[N:8]=2)=[CH:4][CH:3]=1.[CH2:32]([C:34]1[CH:39]=[CH:38][C:37]([S:40](Cl)(=[O:42])=[O:41])=[CH:36][CH:35]=1)[CH3:33], predict the reaction product. The product is: [CH2:26]([N:10]1[C:9]2[N:8]=[C:7]([CH2:6][C:5]3[CH:4]=[CH:3][C:2]([NH:1][S:40]([C:37]4[CH:38]=[CH:39][C:34]([CH2:32][CH3:33])=[CH:35][CH:36]=4)(=[O:42])=[O:41])=[CH:31][CH:30]=3)[NH:15][C:14]=2[C:13](=[O:16])[N:12]([CH2:17][C:18]2[CH:23]=[CH:22][CH:21]=[CH:20][C:19]=2[F:24])[C:11]1=[O:25])[CH2:27][CH2:28][CH3:29]. (4) Given the reactants [CH3:1][C:2]1[CH:7]=[C:6]([CH3:8])[N:5]=[C:4]([N:9]2[CH2:13][CH:12]3[CH2:14][N:15]([C:17]([C:19]4[C:20]([C:25]5[N:29](C6CCCCO6)[N:28]=[CH:27][CH:26]=5)=[N:21][CH:22]=[CH:23][CH:24]=4)=[O:18])[CH2:16][CH:11]3[CH2:10]2)[N:3]=1.Cl.[OH-].[Na+], predict the reaction product. The product is: [NH:29]1[C:25]([C:20]2[C:19]([C:17]([N:15]3[CH2:16][CH:11]4[CH:12]([CH2:13][N:9]([C:4]5[N:3]=[C:2]([CH3:1])[CH:7]=[C:6]([CH3:8])[N:5]=5)[CH2:10]4)[CH2:14]3)=[O:18])=[CH:24][CH:23]=[CH:22][N:21]=2)=[CH:26][CH:27]=[N:28]1.